From a dataset of Full USPTO retrosynthesis dataset with 1.9M reactions from patents (1976-2016). Predict the reactants needed to synthesize the given product. (1) The reactants are: [OH:1][CH2:2][C@@H:3]1[CH2:7][C:6](=[CH2:8])[CH2:5][C@H:4]1[C:9]1[CH:14]=[CH:13][CH:12]=[C:11]([F:15])[CH:10]=1.[CH2:16](Br)[C:17]1[CH:22]=[CH:21][CH:20]=[CH:19][CH:18]=1.[H-].[Na+]. Given the product [CH2:16]([O:1][CH2:2][C@H:3]1[CH2:7][C:6](=[CH2:8])[CH2:5][C@@H:4]1[C:9]1[CH:14]=[CH:13][CH:12]=[C:11]([F:15])[CH:10]=1)[C:17]1[CH:22]=[CH:21][CH:20]=[CH:19][CH:18]=1, predict the reactants needed to synthesize it. (2) Given the product [CH3:75][O:74][C:72](=[O:73])[CH2:71][CH2:70][C:67]1[CH:68]=[CH:69][C:64]([NH:63][C:30]([C@@H:20]2[NH:19][C@@H:18]([CH2:33][C:34]([CH3:37])([CH3:36])[CH3:35])[C@:17]3([C:12]4[C:13](=[CH:14][C:9]([Cl:8])=[CH:10][CH:11]=4)[NH:15][C:16]3=[O:38])[C@H:21]2[C:22]2[CH:27]=[CH:26][CH:25]=[C:24]([Cl:28])[C:23]=2[F:29])=[O:32])=[CH:65][CH:66]=1, predict the reactants needed to synthesize it. The reactants are: FC(F)(F)C(O)=O.[Cl:8][C:9]1[CH:14]=[C:13]2[NH:15][C:16](=[O:38])[C:17]3([CH:21]([C:22]4[CH:27]=[CH:26][CH:25]=[C:24]([Cl:28])[C:23]=4[F:29])[CH:20]([C:30]([OH:32])=O)[NH:19][CH:18]3[CH2:33][C:34]([CH3:37])([CH3:36])[CH3:35])[C:12]2=[CH:11][CH:10]=1.C(N(C(C)C)CC)(C)C.C1(P(Cl)(C2C=CC=CC=2)=O)C=CC=CC=1.[NH2:63][C:64]1[CH:69]=[CH:68][C:67]([CH2:70][CH2:71][C:72]([O:74][CH3:75])=[O:73])=[CH:66][CH:65]=1.